This data is from Peptide-MHC class I binding affinity with 185,985 pairs from IEDB/IMGT. The task is: Regression. Given a peptide amino acid sequence and an MHC pseudo amino acid sequence, predict their binding affinity value. This is MHC class I binding data. (1) The peptide sequence is GPFEASWAI. The MHC is HLA-B07:02 with pseudo-sequence HLA-B07:02. The binding affinity (normalized) is 0.444. (2) The peptide sequence is MPFDPSELV. The MHC is HLA-A24:03 with pseudo-sequence HLA-A24:03. The binding affinity (normalized) is 0.0847. (3) The peptide sequence is YPLHEQYGM. The MHC is HLA-B58:01 with pseudo-sequence HLA-B58:01. The binding affinity (normalized) is 0.0459. (4) The peptide sequence is YTAVVPLKY. The MHC is HLA-A29:02 with pseudo-sequence HLA-A29:02. The binding affinity (normalized) is 0.710. (5) The peptide sequence is NPDIVIYQY. The MHC is HLA-A30:01 with pseudo-sequence HLA-A30:01. The binding affinity (normalized) is 0.